This data is from Forward reaction prediction with 1.9M reactions from USPTO patents (1976-2016). The task is: Predict the product of the given reaction. (1) Given the reactants Br[C:2]1[CH:23]=[C:22]([O:24][CH3:25])[C:5]2[N:6]([CH2:18][CH2:19][O:20][CH3:21])[C:7]([C:9]3[CH:14]=[CH:13][C:12]([CH:15]([CH3:17])[CH3:16])=[CH:11][CH:10]=3)=[N:8][C:4]=2[CH:3]=1.[Li]CCCC.[F:31]N(S(C1C=CC=CC=1)(=O)=O)S(C1C=CC=CC=1)(=O)=O, predict the reaction product. The product is: [F:31][C:2]1[CH:23]=[C:22]([O:24][CH3:25])[C:5]2[N:6]([CH2:18][CH2:19][O:20][CH3:21])[C:7]([C:9]3[CH:14]=[CH:13][C:12]([CH:15]([CH3:17])[CH3:16])=[CH:11][CH:10]=3)=[N:8][C:4]=2[CH:3]=1. (2) Given the reactants [Br:1][C:2]1[S:3][CH:4]=[C:5]([C:7]([OH:9])=O)[N:6]=1.[NH2:10][CH2:11][CH:12]1[CH2:14][CH2:13]1.CCN=C=NCCCN(C)C.Cl, predict the reaction product. The product is: [Br:1][C:2]1[S:3][CH:4]=[C:5]([C:7]([NH:10][CH2:11][CH:12]2[CH2:14][CH2:13]2)=[O:9])[N:6]=1.